Dataset: Reaction yield outcomes from USPTO patents with 853,638 reactions. Task: Predict the reaction yield, written as a fraction of the theoretical maximum amount of product (1.0 means a 100% yield; for example, 0.34 means a 34% yield). The reactants are CN(C(ON1N=NC2C=CC=NC1=2)=[N+](C)C)C.F[P-](F)(F)(F)(F)F.[NH2:25][C:26]1[C:27]([C:36]([OH:38])=O)=[CH:28][C:29]2[C:34]([CH:35]=1)=[CH:33][CH:32]=[CH:31][CH:30]=2.S(C1C=CC(C)=CC=1)(O)(=O)=O.[NH2:50][C@@H:51]([C:63]([O:65][CH2:66][C:67]1[CH:72]=[CH:71][CH:70]=[CH:69][CH:68]=1)=[O:64])[CH2:52][C:53]([O:55][CH2:56][C:57]1[CH:62]=[CH:61][CH:60]=[CH:59][CH:58]=1)=[O:54].C(N(CC)C(C)C)(C)C.C([O-])(O)=O.[Na+]. The catalyst is CN(C=O)C.C(OCC)(=O)C. The product is [NH2:25][C:26]1[C:27]([C:36]([NH:50][C@@H:51]([C:63]([O:65][CH2:66][C:67]2[CH:68]=[CH:69][CH:70]=[CH:71][CH:72]=2)=[O:64])[CH2:52][C:53]([O:55][CH2:56][C:57]2[CH:62]=[CH:61][CH:60]=[CH:59][CH:58]=2)=[O:54])=[O:38])=[CH:28][C:29]2[C:34]([CH:35]=1)=[CH:33][CH:32]=[CH:31][CH:30]=2. The yield is 0.770.